Dataset: Catalyst prediction with 721,799 reactions and 888 catalyst types from USPTO. Task: Predict which catalyst facilitates the given reaction. (1) Reactant: C(OC([NH:8][C@@H:9]([CH2:38][C:39]1[CH:44]=[CH:43][CH:42]=[CH:41][CH:40]=1)[C@@H:10]([OH:37])[CH2:11][C@@H:12]([NH:26][C:27](=[O:36])[O:28][CH2:29][C:30]1[CH:35]=[CH:34][CH:33]=[CH:32][CH:31]=1)[CH2:13][C:14]1[CH:19]=[CH:18][C:17]([C:20]2[CH:25]=[CH:24][CH:23]=[CH:22][N:21]=2)=[CH:16][CH:15]=1)=O)(C)(C)C.Cl. Product: [NH2:8][C@@H:9]([CH2:38][C:39]1[CH:40]=[CH:41][CH:42]=[CH:43][CH:44]=1)[C@@H:10]([OH:37])[CH2:11][C@@H:12]([NH:26][C:27](=[O:36])[O:28][CH2:29][C:30]1[CH:31]=[CH:32][CH:33]=[CH:34][CH:35]=1)[CH2:13][C:14]1[CH:15]=[CH:16][C:17]([C:20]2[CH:25]=[CH:24][CH:23]=[CH:22][N:21]=2)=[CH:18][CH:19]=1. The catalyst class is: 1. (2) Reactant: [Cl:1][C:2]1[CH:27]=[C:26]([C:28]([F:31])([F:30])[F:29])[CH:25]=[CH:24][C:3]=1[CH2:4][N:5]1[C:9](/[CH:10]=[CH:11]/[C:12]([O:14]CC)=[O:13])=[CH:8][C:7]([O:17][CH2:18][C:19]2([CH3:23])[CH2:22][O:21][CH2:20]2)=[N:6]1.[OH-].[Na+].O1CCCC1. Product: [Cl:1][C:2]1[CH:27]=[C:26]([C:28]([F:29])([F:31])[F:30])[CH:25]=[CH:24][C:3]=1[CH2:4][N:5]1[C:9](/[CH:10]=[CH:11]/[C:12]([OH:14])=[O:13])=[CH:8][C:7]([O:17][CH2:18][C:19]2([CH3:23])[CH2:20][O:21][CH2:22]2)=[N:6]1. The catalyst class is: 8. (3) Reactant: [C:1]([OH:8])(=[O:7])[CH2:2][CH2:3][C:4]([CH3:6])=O.Cl.[F:10][C:11]1[CH:28]=[CH:27][C:14]([C:15]([N:17]([C:19]2[CH:24]=[CH:23][C:22]([O:25][CH3:26])=[CH:21][CH:20]=2)N)=[O:16])=[CH:13][CH:12]=1. Product: [F:10][C:11]1[CH:28]=[CH:27][C:14]([C:15]([N:17]2[C:19]3[C:20](=[CH:21][C:22]([O:25][CH3:26])=[CH:23][CH:24]=3)[C:3]([CH2:2][C:1]([OH:8])=[O:7])=[C:4]2[CH3:6])=[O:16])=[CH:13][CH:12]=1. The catalyst class is: 15. (4) The catalyst class is: 22. Product: [F:14][C:15]([F:26])([F:25])[C:16]([NH:1][C:2]1[CH:7]=[CH:6][CH:5]=[CH:4][N:3]=1)=[O:17]. Reactant: [NH2:1][C:2]1[CH:7]=[CH:6][CH:5]=[CH:4][N:3]=1.N1C=CC=CC=1.[F:14][C:15]([F:26])([F:25])[C:16](O[C:16](=[O:17])[C:15]([F:26])([F:25])[F:14])=[O:17]. (5) Reactant: C1(S([N:10]2[C:14]3=[N:15][CH:16]=[C:17]([F:19])[CH:18]=[C:13]3[CH:12]=[C:11]2[C:20]([C:25]2[CH:30]=[CH:29][C:28]([S:31]([CH3:34])(=[O:33])=[O:32])=[CH:27][CH:26]=2)=[CH:21][CH:22]([CH3:24])[CH3:23])(=O)=O)C=CC=CC=1.[F-].C([N+](CCCC)(CCCC)CCCC)CCC. Product: [F:19][C:17]1[CH:18]=[C:13]2[CH:12]=[C:11]([C:20]([C:25]3[CH:26]=[CH:27][C:28]([S:31]([CH3:34])(=[O:32])=[O:33])=[CH:29][CH:30]=3)=[CH:21][CH:22]([CH3:24])[CH3:23])[NH:10][C:14]2=[N:15][CH:16]=1. The catalyst class is: 7. (6) Reactant: [Cl:1][C:2]1[N:7]=[CH:6][N:5]=[C:4]([C:8](Cl)=[O:9])[CH:3]=1.[Cl-].[Cl-].[Cl-].[Al+3].[CH3:15][N:16]1[C:24]2[C:19](=[CH:20][CH:21]=[CH:22][C:23]=2[CH3:25])[C:18]([CH3:27])([CH3:26])[CH2:17]1. Product: [Cl:1][C:2]1[N:7]=[CH:6][N:5]=[C:4]([C:8]([C:21]2[CH:20]=[C:19]3[C:24](=[C:23]([CH3:25])[CH:22]=2)[N:16]([CH3:15])[CH2:17][C:18]3([CH3:27])[CH3:26])=[O:9])[CH:3]=1. The catalyst class is: 2. (7) Reactant: [I:1][C:2]1[CH:3]=[C:4]([CH:8]=[CH:9][C:10]=1[CH3:11])[C:5](O)=[O:6].[I:1][C:2]1[CH:3]=[C:4]([CH:8]=[CH:9][C:10]=1[CH3:11])[C:5](NC)=[O:6].S(Cl)([Cl:26])=O.CN(C=O)C. Product: [I:1][C:2]1[CH:3]=[C:4]([CH:8]=[CH:9][C:10]=1[CH3:11])[C:5]([Cl:26])=[O:6]. The catalyst class is: 1.